From a dataset of Peptide-MHC class II binding affinity with 134,281 pairs from IEDB. Regression. Given a peptide amino acid sequence and an MHC pseudo amino acid sequence, predict their binding affinity value. This is MHC class II binding data. The MHC is HLA-DPA10201-DPB10101 with pseudo-sequence HLA-DPA10201-DPB10101. The binding affinity (normalized) is 0.442. The peptide sequence is VGNVAWMHVLAAKYI.